Dataset: NCI-60 drug combinations with 297,098 pairs across 59 cell lines. Task: Regression. Given two drug SMILES strings and cell line genomic features, predict the synergy score measuring deviation from expected non-interaction effect. (1) Drug 1: C1CN1P(=S)(N2CC2)N3CC3. Drug 2: COC1=NC(=NC2=C1N=CN2C3C(C(C(O3)CO)O)O)N. Cell line: SK-MEL-28. Synergy scores: CSS=1.15, Synergy_ZIP=0.701, Synergy_Bliss=1.83, Synergy_Loewe=-2.23, Synergy_HSA=-1.71. (2) Drug 1: C1CCC(CC1)NC(=O)N(CCCl)N=O. Drug 2: CC1=C(C(=CC=C1)Cl)NC(=O)C2=CN=C(S2)NC3=CC(=NC(=N3)C)N4CCN(CC4)CCO. Cell line: NCI-H460. Synergy scores: CSS=22.8, Synergy_ZIP=-3.27, Synergy_Bliss=1.30, Synergy_Loewe=3.13, Synergy_HSA=4.05.